This data is from Full USPTO retrosynthesis dataset with 1.9M reactions from patents (1976-2016). The task is: Predict the reactants needed to synthesize the given product. (1) Given the product [C:6]1([CH2:12][CH2:13][CH2:14][C:15]([O:17][CH3:19])=[O:16])[CH:11]=[CH:10][CH:9]=[CH:8][CH:7]=1, predict the reactants needed to synthesize it. The reactants are: OS(O)(=O)=O.[C:6]1([CH2:12][CH2:13][CH2:14][C:15]([OH:17])=[O:16])[CH:11]=[CH:10][CH:9]=[CH:8][CH:7]=1.O.[CH3:19]O. (2) Given the product [CH3:31][O:32][C:33]1[CH:34]=[C:35]([C:41]2[C@@H:50]3[C@@H:45]([CH2:46][CH2:47][CH2:48][CH2:49]3)[C:44](=[O:51])[N:43]([CH:52]3[CH2:53][CH2:54][N:55]([C:10](=[O:12])[C@H:9]([NH:8][C:6](=[O:7])[O:5][C:1]([CH3:2])([CH3:3])[CH3:4])[CH2:13][CH2:14][C:15]4[CH:20]=[CH:19][CH:18]=[CH:17][CH:16]=4)[CH2:56][CH2:57]3)[N:42]=2)[CH:36]=[CH:37][C:38]=1[O:39][CH3:40], predict the reactants needed to synthesize it. The reactants are: [C:1]([O:5][C:6]([NH:8][C@H:9]([CH2:13][CH2:14][C:15]1[CH:20]=[CH:19][CH:18]=[CH:17][CH:16]=1)[C:10]([OH:12])=O)=[O:7])([CH3:4])([CH3:3])[CH3:2].CCN(C(C)C)C(C)C.Cl.[CH3:31][O:32][C:33]1[CH:34]=[C:35]([C:41]2[C@@H:50]3[C@@H:45]([CH2:46][CH2:47][CH2:48][CH2:49]3)[C:44](=[O:51])[N:43]([CH:52]3[CH2:57][CH2:56][NH:55][CH2:54][CH2:53]3)[N:42]=2)[CH:36]=[CH:37][C:38]=1[O:39][CH3:40].CCOC(C(C#N)=NOC(N1CCOCC1)=[N+](C)C)=O.F[P-](F)(F)(F)(F)F.C(=O)(O)[O-].[Na+]. (3) Given the product [C:1]([N:4]1[CH2:10][C:9]2[CH:11]=[CH:12][C:13]([C:15]([NH:24][OH:22])=[O:16])=[CH:14][C:8]=2[O:7][CH2:6][C@H:5]1[CH:19]([CH3:21])[CH3:20])(=[O:3])[CH3:2], predict the reactants needed to synthesize it. The reactants are: [C:1]([N:4]1[CH2:10][C:9]2[CH:11]=[CH:12][C:13]([C:15](OC)=[O:16])=[CH:14][C:8]=2[O:7][CH2:6][C@H:5]1[CH:19]([CH3:21])[CH3:20])(=[O:3])[CH3:2].[OH-:22].[Na+].[NH2:24]O. (4) Given the product [CH3:15][O:16][C:17]1[CH:18]=[C:19]([C:2]2[N:7]=[N:6][C:5]([NH2:8])=[N:4][C:3]=2[C:9]2[CH:14]=[CH:13][CH:12]=[CH:11][CH:10]=2)[CH:20]=[C:21]([O:23][CH3:24])[CH:22]=1, predict the reactants needed to synthesize it. The reactants are: Br[C:2]1[N:7]=[N:6][C:5]([NH2:8])=[N:4][C:3]=1[C:9]1[CH:14]=[CH:13][CH:12]=[CH:11][CH:10]=1.[CH3:15][O:16][C:17]1[CH:18]=[C:19](B(O)O)[CH:20]=[C:21]([O:23][CH3:24])[CH:22]=1. (5) Given the product [CH3:1][O:2][C:3]1[C:12]([CH:13]=[O:18])=[CH:11][C:10]2[N:9]([CH3:15])[C:8](=[O:16])[CH2:7][CH2:6][C:5]=2[N:4]=1, predict the reactants needed to synthesize it. The reactants are: [CH3:1][O:2][C:3]1[N:4]=[C:5]2[C:10](=[CH:11][C:12]=1[CH:13]=C)[N:9]([CH3:15])[C:8](=[O:16])[CH2:7][CH2:6]2.C[OH:18]. (6) The reactants are: [CH2:1]([C:3]1[C:8]([N+:9]([O-])=O)=[C:7]([NH:12][CH3:13])[CH:6]=[C:5]([NH:14][CH2:15][C:16]2[CH:21]=[CH:20][C:19]([F:22])=[CH:18][CH:17]=2)[N:4]=1)[CH3:2]. Given the product [CH2:1]([C:3]1[C:8]([NH2:9])=[C:7]([NH:12][CH3:13])[CH:6]=[C:5]([NH:14][CH2:15][C:16]2[CH:17]=[CH:18][C:19]([F:22])=[CH:20][CH:21]=2)[N:4]=1)[CH3:2], predict the reactants needed to synthesize it. (7) Given the product [F:21][C:15]1[CH:16]=[C:17]([F:20])[CH:18]=[CH:19][C:14]=1[CH2:13][N:10]1[C:11](=[O:12])[C:6]([C:4]([NH:26][CH2:27][C:28]([OH:30])=[O:29])=[O:5])=[C:7]([OH:25])[C:8]2=[CH:24][CH:23]=[CH:22][N:9]12, predict the reactants needed to synthesize it. The reactants are: C(O[C:4]([C:6]1[C:11](=[O:12])[N:10]([CH2:13][C:14]2[CH:19]=[CH:18][C:17]([F:20])=[CH:16][C:15]=2[F:21])[N:9]2[CH:22]=[CH:23][CH:24]=[C:8]2[C:7]=1[OH:25])=[O:5])C.[NH2:26][CH2:27][C:28]([O-:30])=[O:29].[Na+]. (8) The reactants are: [NH2:1][N:2]1[N:11]=[C:10]([C:12]2[CH:17]=[CH:16][C:15]([Cl:18])=[CH:14][CH:13]=2)[C:9]2[C:4](=[CH:5][CH:6]=[CH:7][CH:8]=2)[C:3]1=[O:19].[C:20]1([C@@H:26]2[CH2:28][C@H:27]2[C:29](Cl)=[O:30])[CH:25]=[CH:24][CH:23]=[CH:22][CH:21]=1. Given the product [Cl:18][C:15]1[CH:16]=[CH:17][C:12]([C:10]2[C:9]3[C:4](=[CH:5][CH:6]=[CH:7][CH:8]=3)[C:3](=[O:19])[N:2]([NH:1][C:29]([C@@H:27]3[CH2:28][C@H:26]3[C:20]3[CH:25]=[CH:24][CH:23]=[CH:22][CH:21]=3)=[O:30])[N:11]=2)=[CH:13][CH:14]=1, predict the reactants needed to synthesize it. (9) Given the product [Br:1][C:2]1[CH:7]=[CH:6][C:5]([Cl:8])=[CH:4][C:3]=1[CH2:9][C:10]1[O:11][C:14]([CH3:15])=[CH:13][N:12]=1, predict the reactants needed to synthesize it. The reactants are: [Br:1][C:2]1[CH:7]=[CH:6][C:5]([Cl:8])=[CH:4][C:3]=1[CH2:9][C:10]([NH:12][CH2:13][C:14]#[CH:15])=[O:11].OS(C(F)(F)F)(=O)=O.[OH-].[Na+].